This data is from Reaction yield outcomes from USPTO patents with 853,638 reactions. The task is: Predict the reaction yield, written as a fraction of the theoretical maximum amount of product (1.0 means a 100% yield; for example, 0.34 means a 34% yield). (1) The reactants are [OH:1][CH2:2][CH2:3][CH2:4][CH2:5][NH:6][C:7]([C:9]1[CH2:10]S[C:12]2[C:17]([CH:18]=1)=[CH:16][CH:15]=[CH:14][CH:13]=2)=[O:8].[O:19]1C2C(=CC=CC=2)C=C(C(O)=O)C1. No catalyst specified. The product is [OH:1][CH2:2][CH2:3][CH2:4][CH2:5][NH:6][C:7]([C:9]1[CH2:10][O:19][C:12]2[C:17]([CH:18]=1)=[CH:16][CH:15]=[CH:14][CH:13]=2)=[O:8]. The yield is 0.560. (2) The reactants are [CH2:1]([O:8][C:9](=[O:53])[NH:10][C@@H:11]1[C:14](=[O:15])[N:13](CC2C=CC(OC)=CC=2OC)[C@@H:12]1[CH2:27][N:28]1[N:32]=[C:31]([CH:33]([O:35][Si:36]([C:49]([CH3:52])([CH3:51])[CH3:50])([C:43]2[CH:48]=[CH:47][CH:46]=[CH:45][CH:44]=2)[C:37]2[CH:42]=[CH:41][CH:40]=[CH:39][CH:38]=2)[CH3:34])[CH:30]=[N:29]1)[C:2]1[CH:7]=[CH:6][CH:5]=[CH:4][CH:3]=1.OP([O-])([O-])=O.[K+].[K+]. The catalyst is C(#N)C.O. The product is [CH2:1]([O:8][C:9](=[O:53])[NH:10][C@@H:11]1[C:14](=[O:15])[NH:13][C@@H:12]1[CH2:27][N:28]1[N:32]=[C:31]([CH:33]([O:35][Si:36]([C:49]([CH3:52])([CH3:51])[CH3:50])([C:43]2[CH:44]=[CH:45][CH:46]=[CH:47][CH:48]=2)[C:37]2[CH:42]=[CH:41][CH:40]=[CH:39][CH:38]=2)[CH3:34])[CH:30]=[N:29]1)[C:2]1[CH:7]=[CH:6][CH:5]=[CH:4][CH:3]=1. The yield is 0.680. (3) The reactants are [CH:1]1[C:10]2[CH2:9][CH2:8][CH2:7][CH2:6][C:5]=2[CH:4]=[CH:3][C:2]=1[C:11]1[N:15]([CH2:16][O:17][CH2:18][CH2:19][Si:20]([CH3:23])([CH3:22])[CH3:21])[CH:14]=[N:13][CH:12]=1.[Li]CCCC.CN([CH:32]=[O:33])C. No catalyst specified. The product is [CH:1]1[C:10]2[CH2:9][CH2:8][CH2:7][CH2:6][C:5]=2[CH:4]=[CH:3][C:2]=1[C:11]1[N:15]([CH2:16][O:17][CH2:18][CH2:19][Si:20]([CH3:23])([CH3:22])[CH3:21])[C:14]([CH:32]=[O:33])=[N:13][CH:12]=1. The yield is 0.570. (4) The reactants are [Br:1][C:2]1[CH:3]=[N:4][N:5]2[C:10](Cl)=[CH:9][C:8]([C:12]3[CH:17]=[CH:16][CH:15]=[CH:14][C:13]=3[Cl:18])=[N:7][C:6]=12.[C:19]([O:23][C:24]([N:26]1[CH2:31][CH2:30][CH2:29][CH2:28][CH:27]1[CH2:32][CH2:33][NH2:34])=[O:25])([CH3:22])([CH3:21])[CH3:20].C(N(C(C)C)CC)(C)C. The catalyst is O1CCOCC1. The product is [C:19]([O:23][C:24]([N:26]1[CH2:31][CH2:30][CH2:29][CH2:28][CH:27]1[CH2:32][CH2:33][NH:34][C:10]1[N:5]2[N:4]=[CH:3][C:2]([Br:1])=[C:6]2[N:7]=[C:8]([C:12]2[CH:17]=[CH:16][CH:15]=[CH:14][C:13]=2[Cl:18])[CH:9]=1)=[O:25])([CH3:22])([CH3:21])[CH3:20]. The yield is 0.790. (5) The reactants are [OH-].[Na+:2].C([O:5][C:6](=[O:41])[CH2:7][C:8]1[CH:13]=[C:12]([C:14]2[CH:19]=[CH:18][C:17]([C:20]([CH2:38][CH3:39])([C:23]3[CH:28]=[CH:27][C:26]([CH2:29][CH2:30][CH:31]([OH:36])[C:32]([CH3:35])([CH3:34])[CH3:33])=[C:25]([CH3:37])[CH:24]=3)[CH2:21][CH3:22])=[CH:16][C:15]=2[CH3:40])[N:11]=[N:10][CH:9]=1)C. The catalyst is CO. The product is [CH2:21]([C:20]([C:17]1[CH:18]=[CH:19][C:14]([C:12]2[N:11]=[N:10][CH:9]=[C:8]([CH2:7][C:6]([O-:41])=[O:5])[CH:13]=2)=[C:15]([CH3:40])[CH:16]=1)([C:23]1[CH:28]=[CH:27][C:26]([CH2:29][CH2:30][CH:31]([OH:36])[C:32]([CH3:34])([CH3:35])[CH3:33])=[C:25]([CH3:37])[CH:24]=1)[CH2:38][CH3:39])[CH3:22].[Na+:2]. The yield is 1.00. (6) The reactants are [Cl:1][C:2]1[CH:7]=[CH:6][N:5]=[C:4]2[CH:8]=[C:9]([C:11]([O-:13])=O)[S:10][C:3]=12.[Li+].C(Cl)(=O)C(Cl)=O.Cl.[NH:22]1[CH2:25][CH2:24][CH2:23]1.CCN(C(C)C)C(C)C. The catalyst is CN(C=O)C.C(Cl)Cl. The product is [N:22]1([C:11]([C:9]2[S:10][C:3]3[C:4](=[N:5][CH:6]=[CH:7][C:2]=3[Cl:1])[CH:8]=2)=[O:13])[CH2:25][CH2:24][CH2:23]1. The yield is 1.00. (7) The reactants are [NH2:1][C:2]1[CH:22]=[CH:21][CH:20]=[C:19]([Cl:23])[C:3]=1[C:4]([NH:6][C:7]1[CH:12]=[CH:11][CH:10]=[CH:9][C:8]=1[C:13]1[CH:18]=[CH:17][CH:16]=[CH:15][CH:14]=1)=[O:5].[Cl:24][CH2:25][C:26](Cl)=O. The catalyst is C(O)(=O)C. The product is [C:8]1([C:13]2[CH:18]=[CH:17][CH:16]=[CH:15][CH:14]=2)[CH:9]=[CH:10][CH:11]=[CH:12][C:7]=1[N:6]1[C:4](=[O:5])[C:3]2[C:2](=[CH:22][CH:21]=[CH:20][C:19]=2[Cl:23])[N:1]=[C:26]1[CH2:25][Cl:24]. The yield is 0.610. (8) The product is [F:1][C:2]1[CH:7]=[CH:6][CH:5]=[CH:4][C:3]=1[N:8]1[C:16]2[C:11](=[C:12]([N:17]3[CH2:21][CH2:20][N:19]([CH2:26][C:27](=[O:32])[CH2:28][CH:29]([CH3:31])[CH3:30])[C:18]3=[O:22])[CH:13]=[CH:14][CH:15]=2)[CH:10]=[N:9]1. The catalyst is CN(C)C=O. The yield is 0.240. The reactants are [F:1][C:2]1[CH:7]=[CH:6][CH:5]=[CH:4][C:3]=1[N:8]1[C:16]2[C:11](=[C:12]([N:17]3[CH2:21][CH2:20][NH:19][C:18]3=[O:22])[CH:13]=[CH:14][CH:15]=2)[CH:10]=[N:9]1.[H-].[Na+].Br[CH2:26][C:27](=[O:32])[CH2:28][CH:29]([CH3:31])[CH3:30]. (9) The reactants are [Cl:1][C:2]1[CH:11]=[C:10]([CH:12](O)[CH3:13])[C:9]([C:15]2[CH:20]=[CH:19][CH:18]=[C:17]([F:21])[CH:16]=2)=[C:8]2[C:3]=1[CH:4]=[CH:5][N:6]=[CH:7]2.C(N(CC)CC)C.CS(Cl)(=O)=O.CS(OC(C1C(C2C=CC=C(F)C=2)=C2C(C=CN=C2)=C(Cl)C=1)C)(=O)=O.[N-:59]=[N+:60]=[N-:61].[Na+]. The catalyst is C(Cl)Cl.CN(C)C=O. The product is [N:59]([CH:12]([C:10]1[C:9]([C:15]2[CH:20]=[CH:19][CH:18]=[C:17]([F:21])[CH:16]=2)=[C:8]2[C:3]([CH:4]=[CH:5][N:6]=[CH:7]2)=[C:2]([Cl:1])[CH:11]=1)[CH3:13])=[N+:60]=[N-:61]. The yield is 0.970.